Dataset: Peptide-MHC class I binding affinity with 185,985 pairs from IEDB/IMGT. Task: Regression. Given a peptide amino acid sequence and an MHC pseudo amino acid sequence, predict their binding affinity value. This is MHC class I binding data. (1) The peptide sequence is YLMCLSPLMA. The MHC is HLA-A02:02 with pseudo-sequence HLA-A02:02. The binding affinity (normalized) is 1.00. (2) The peptide sequence is CYRGVRHRK. The binding affinity (normalized) is 0.331. The MHC is HLA-A24:03 with pseudo-sequence HLA-A24:03. (3) The peptide sequence is LPCRIKQII. The MHC is HLA-A02:03 with pseudo-sequence HLA-A02:03. The binding affinity (normalized) is 0. (4) The peptide sequence is FPFKYAQAF. The MHC is Mamu-A2201 with pseudo-sequence Mamu-A2201. The binding affinity (normalized) is 1.00. (5) The MHC is HLA-A02:06 with pseudo-sequence HLA-A02:06. The peptide sequence is FLGGTTVCL. The binding affinity (normalized) is 0.0847. (6) The peptide sequence is RIGTAATKR. The MHC is HLA-A02:01 with pseudo-sequence HLA-A02:01. The binding affinity (normalized) is 0. (7) The peptide sequence is KTMMQAHDL. The MHC is HLA-B15:17 with pseudo-sequence HLA-B15:17. The binding affinity (normalized) is 0.499. (8) The peptide sequence is CFARSRSGANI. The MHC is Patr-A0901 with pseudo-sequence Patr-A0901. The binding affinity (normalized) is 0.160.